Dataset: Full USPTO retrosynthesis dataset with 1.9M reactions from patents (1976-2016). Task: Predict the reactants needed to synthesize the given product. Given the product [F:1][C:2]1[CH:3]=[C:4]([N:5]=[N+:16]=[N-:17])[CH:6]=[C:7]([F:9])[CH:8]=1, predict the reactants needed to synthesize it. The reactants are: [F:1][C:2]1[CH:3]=[C:4]([CH:6]=[C:7]([F:9])[CH:8]=1)[NH2:5].Cl.[N+]([O-])([O-])=O.[Na+].[N-:16]=[N+:17]=[N-].[Na+].